This data is from Peptide-MHC class I binding affinity with 185,985 pairs from IEDB/IMGT. The task is: Regression. Given a peptide amino acid sequence and an MHC pseudo amino acid sequence, predict their binding affinity value. This is MHC class I binding data. The peptide sequence is QLCYCPASK. The MHC is HLA-A68:01 with pseudo-sequence HLA-A68:01. The binding affinity (normalized) is 0.787.